From a dataset of Reaction yield outcomes from USPTO patents with 853,638 reactions. Predict the reaction yield, written as a fraction of the theoretical maximum amount of product (1.0 means a 100% yield; for example, 0.34 means a 34% yield). (1) The reactants are [F:1][C:2]1[CH:7]=[CH:6][C:5]([C:8]2[N:9]=[CH:10][N:11]([CH:13]3[CH2:18][CH2:17][N:16]([C:19]([O:21][C:22]([CH3:25])([CH3:24])[CH3:23])=[O:20])[CH2:15][CH2:14]3)[CH:12]=2)=[CH:4][CH:3]=1.[Br:26]N1C(=O)CCC1=O. The catalyst is C(Cl)Cl. The product is [Br:26][C:12]1[N:11]([CH:13]2[CH2:18][CH2:17][N:16]([C:19]([O:21][C:22]([CH3:25])([CH3:24])[CH3:23])=[O:20])[CH2:15][CH2:14]2)[CH:10]=[N:9][C:8]=1[C:5]1[CH:6]=[CH:7][C:2]([F:1])=[CH:3][CH:4]=1. The yield is 0.632. (2) The reactants are Br[C:2]1[CH:11]=[C:10]2[C:5]([C:6]([Cl:12])=[CH:7][CH:8]=[N:9]2)=[CH:4][CH:3]=1.O1CCOCC1.CCN(C(C)C)C(C)C.[CH2:28]([SH:35])[C:29]1[CH:34]=[CH:33][CH:32]=[CH:31][CH:30]=1. The catalyst is O.C1C=CC(/C=C/C(/C=C/C2C=CC=CC=2)=O)=CC=1.C1C=CC(/C=C/C(/C=C/C2C=CC=CC=2)=O)=CC=1.C1C=CC(/C=C/C(/C=C/C2C=CC=CC=2)=O)=CC=1.[Pd].[Pd].CC1(C)C2C(=C(P(C3C=CC=CC=3)C3C=CC=CC=3)C=CC=2)OC2C(P(C3C=CC=CC=3)C3C=CC=CC=3)=CC=CC1=2. The product is [CH2:28]([S:35][C:2]1[CH:11]=[C:10]2[C:5]([C:6]([Cl:12])=[CH:7][CH:8]=[N:9]2)=[CH:4][CH:3]=1)[C:29]1[CH:34]=[CH:33][CH:32]=[CH:31][CH:30]=1. The yield is 0.890. (3) The reactants are [F:1][C:2]1[CH:3]=[C:4]([CH:27]=[CH:28][CH:29]=1)[CH2:5][N:6]1[C:18]2[CH2:17][CH2:16][CH:15]([NH:19][C:20](=[O:24])[CH:21]([CH3:23])[CH3:22])[CH2:14][C:13]=2[C:12]2[C:7]1=[CH:8][CH:9]=[C:10]([CH:25]=O)[CH:11]=2.Cl.[CH3:31][O:32][NH2:33]. The catalyst is N1C=CC=CC=1. The product is [F:1][C:2]1[CH:3]=[C:4]([CH:27]=[CH:28][CH:29]=1)[CH2:5][N:6]1[C:18]2[CH2:17][CH2:16][CH:15]([NH:19][C:20](=[O:24])[CH:21]([CH3:22])[CH3:23])[CH2:14][C:13]=2[C:12]2[C:7]1=[CH:8][CH:9]=[C:10]([CH:25]=[N:33][O:32][CH3:31])[CH:11]=2. The yield is 0.340.